Regression. Given a peptide amino acid sequence and an MHC pseudo amino acid sequence, predict their binding affinity value. This is MHC class I binding data. From a dataset of Peptide-MHC class I binding affinity with 185,985 pairs from IEDB/IMGT. (1) The peptide sequence is AHYEEDVNL. The MHC is HLA-A11:01 with pseudo-sequence HLA-A11:01. The binding affinity (normalized) is 0.0847. (2) The peptide sequence is KIKQTGINNV. The MHC is HLA-A02:02 with pseudo-sequence HLA-A02:02. The binding affinity (normalized) is 0.495. (3) The peptide sequence is RKWGLDFCY. The MHC is HLA-B08:02 with pseudo-sequence HLA-B08:02. The binding affinity (normalized) is 0.0847. (4) The peptide sequence is SYQHFRRLL. The MHC is Patr-A0901 with pseudo-sequence Patr-A0901. The binding affinity (normalized) is 0.739. (5) The peptide sequence is SLVYGIRCV. The MHC is HLA-A02:06 with pseudo-sequence HLA-A02:06. The binding affinity (normalized) is 0.526.